The task is: Predict which catalyst facilitates the given reaction.. This data is from Catalyst prediction with 721,799 reactions and 888 catalyst types from USPTO. (1) Reactant: [Cl:1][C:2]1[C:3]([C:32]2[CH:33]=[N:34][N:35]3[CH:40]=[CH:39][CH:38]=[CH:37][C:36]=23)=[N:4][C:5]([NH:8][C:9]2[C:14]([O:15][CH3:16])=[CH:13][C:12]([N:17]3[CH2:22][CH2:21][N:20]([CH2:23][C:24]([N:26]([CH3:28])[CH3:27])=[O:25])[CH2:19][CH2:18]3)=[C:11]([N+:29]([O-])=O)[CH:10]=2)=[N:6][CH:7]=1.[NH4+].[Cl-]. Product: [NH2:29][C:11]1[CH:10]=[C:9]([NH:8][C:5]2[N:4]=[C:3]([C:32]3[CH:33]=[N:34][N:35]4[CH:40]=[CH:39][CH:38]=[CH:37][C:36]=34)[C:2]([Cl:1])=[CH:7][N:6]=2)[C:14]([O:15][CH3:16])=[CH:13][C:12]=1[N:17]1[CH2:18][CH2:19][N:20]([CH2:23][C:24]([N:26]([CH3:27])[CH3:28])=[O:25])[CH2:21][CH2:22]1. The catalyst class is: 190. (2) Reactant: O[CH:2]=[C:3]1[C:11]2[C:6](=[CH:7][C:8]([C:12]([C:14]3[CH:15]=[C:16]([NH:20][C:21]([C:23]4[C:24]([CH3:28])=[N:25][O:26][CH:27]=4)=[O:22])[CH:17]=[CH:18][CH:19]=3)=[O:13])=[CH:9][CH:10]=2)[NH:5][C:4]1=[O:29].[NH2:30][C:31]1[CH:36]=[CH:35][C:34]([CH2:37][CH2:38][C:39]([OH:41])=[O:40])=[CH:33][CH:32]=1. Product: [CH3:28][C:24]1[C:23]([C:21]([NH:20][C:16]2[CH:15]=[C:14]([CH:19]=[CH:18][CH:17]=2)[C:12]([C:8]2[CH:7]=[C:6]3[C:11]([C:3](=[CH:2][NH:30][C:31]4[CH:32]=[CH:33][C:34]([CH2:37][CH2:38][C:39]([OH:41])=[O:40])=[CH:35][CH:36]=4)[C:4](=[O:29])[NH:5]3)=[CH:10][CH:9]=2)=[O:13])=[O:22])=[CH:27][O:26][N:25]=1. The catalyst class is: 1. (3) Reactant: [C:1]1([NH2:8])[CH:6]=[CH:5][CH:4]=[C:3]([NH2:7])[CH:2]=1.O1CCCC1.C(N(CC)CC)C.[N+:21]([C:24]1[CH:25]=[C:26]([S:30](Cl)(=[O:32])=[O:31])[CH:27]=[CH:28][CH:29]=1)([O-:23])=[O:22]. Product: [NH2:7][C:3]1[CH:2]=[C:1]([NH:8][S:30]([C:26]2[CH:27]=[CH:28][CH:29]=[C:24]([N+:21]([O-:23])=[O:22])[CH:25]=2)(=[O:31])=[O:32])[CH:6]=[CH:5][CH:4]=1. The catalyst class is: 238. (4) Reactant: [NH2:1][C@H:2]1[CH2:11][CH2:10][C:9]2[C:8]([OH:12])=[CH:7][CH:6]=[CH:5][C:4]=2[CH2:3]1.CS(O[CH2:18][CH2:19][C:20]1[S:21][CH:22]=[CH:23][CH:24]=1)(=O)=O.C(=O)([O-])[O-].[Na+].[Na+]. Product: [S:21]1[CH:22]=[CH:23][CH:24]=[C:20]1[CH2:19][CH2:18][N:1]([C@H:2]1[CH2:11][CH2:10][C:9]2[C:8]([OH:12])=[CH:7][CH:6]=[CH:5][C:4]=2[CH2:3]1)[CH2:18][CH2:19][C:20]1[S:21][CH:22]=[CH:23][CH:24]=1. The catalyst class is: 113. (5) Reactant: [O:1]=[C:2]1[O:8][C@H:7]([C@H:9]([CH2:11][OH:12])[OH:10])[C:5]([OH:6])=[C:3]1[OH:4].[CH2:13]([N:25]([CH2:44][CH2:45][CH2:46][CH2:47][CH2:48][CH2:49][CH2:50][CH2:51][CH2:52][CH2:53][CH2:54][CH3:55])[C:26]1[CH:42]=[CH:41][C:29]([C:30]([C:32]2[CH:40]=[CH:39][CH:38]=[CH:37][C:33]=2[C:34](O)=[O:35])=[O:31])=[C:28]([OH:43])[CH:27]=1)[CH2:14][CH2:15][CH2:16][CH2:17][CH2:18][CH2:19][CH2:20][CH2:21][CH2:22][CH2:23][CH3:24]. Product: [CH2:44]([N:25]([CH2:13][CH2:14][CH2:15][CH2:16][CH2:17][CH2:18][CH2:19][CH2:20][CH2:21][CH2:22][CH2:23][CH3:24])[C:26]1[CH:42]=[CH:41][C:29]([C:30]([C:32]2[CH:40]=[CH:39][CH:38]=[CH:37][C:33]=2[C:34]([O:12][CH2:11][CH:9]([CH:7]2[C:5]([OH:6])=[C:3]([OH:4])[C:2](=[O:1])[O:8]2)[OH:10])=[O:35])=[O:31])=[C:28]([OH:43])[CH:27]=1)[CH2:45][CH2:46][CH2:47][CH2:48][CH2:49][CH2:50][CH2:51][CH2:52][CH2:53][CH2:54][CH3:55]. The catalyst class is: 573. (6) Reactant: [C:1]1([CH2:17][O:18][CH2:19][CH2:20][CH2:21][CH2:22][CH2:23][NH2:24])[C:14]2[C:15]3=[C:16]4[C:11](=[CH:12][CH:13]=2)[CH:10]=[CH:9][CH:8]=[C:7]4[CH:6]=[CH:5][C:4]3=[CH:3][CH:2]=1.[N:25]([CH2:28][CH2:29][CH2:30][CH2:31][CH2:32][CH2:33][CH2:34][CH2:35][CH2:36][CH2:37][CH2:38][CH2:39][N:40]=[C:41]=[O:42])=[C:26]=[O:27]. Product: [CH2:39]([NH:40][C:41]([NH:24][CH2:23][CH2:22][CH2:21][CH2:20][CH2:19][O:18][CH2:17][C:1]1[C:14]2[C:15]3=[C:16]4[C:11](=[CH:12][CH:13]=2)[CH:10]=[CH:9][CH:8]=[C:7]4[CH:6]=[CH:5][C:4]3=[CH:3][CH:2]=1)=[O:42])[CH2:38][CH2:37][CH2:36][CH2:35][CH2:34][CH2:33][CH2:32][CH2:31][CH2:30][CH2:29][CH2:28][NH:25][C:26]([NH:24][CH2:23][CH2:22][CH2:21][CH2:20][CH2:19][O:18][CH2:17][C:1]1[C:14]2[C:15]3=[C:16]4[C:11](=[CH:12][CH:13]=2)[CH:10]=[CH:9][CH:8]=[C:7]4[CH:6]=[CH:5][C:4]3=[CH:3][CH:2]=1)=[O:27]. The catalyst class is: 262. (7) Reactant: [C:1]([N:8]1[CH2:12][C@@H:11]([N:13]=[N+:14]=[N-:15])[CH2:10][C@H:9]1[C:16]([O:18]C)=[O:17])([O:3][C:4]([CH3:7])([CH3:6])[CH3:5])=[O:2].[Li+].[OH-]. Product: [C:1]([N:8]1[CH2:12][C@@H:11]([N:13]=[N+:14]=[N-:15])[CH2:10][C@H:9]1[C:16]([OH:18])=[O:17])([O:3][C:4]([CH3:7])([CH3:6])[CH3:5])=[O:2]. The catalyst class is: 24.